This data is from Reaction yield outcomes from USPTO patents with 853,638 reactions. The task is: Predict the reaction yield, written as a fraction of the theoretical maximum amount of product (1.0 means a 100% yield; for example, 0.34 means a 34% yield). (1) The reactants are [N+:1]([C:4]1[CH:9]=[CH:8][C:7]([N:10]2[CH:14]=[C:13]([CH2:15][NH2:16])[N:12]=[N:11]2)=[CH:6][CH:5]=1)([O-:3])=[O:2].[C:17](=O)(O)[O-:18].[Na+].[C:22](Cl)(Cl)=[S:23]. The catalyst is C(Cl)(Cl)Cl.C(OCC)(=O)C. The product is [CH3:17][O:18][C:22](=[S:23])[NH:16][CH2:15][C:13]1[N:12]=[N:11][N:10]([C:7]2[CH:8]=[CH:9][C:4]([N+:1]([O-:3])=[O:2])=[CH:5][CH:6]=2)[CH:14]=1. The yield is 0.700. (2) The catalyst is CN(C)C=O.C1(C)C=CC=CC=1. The product is [CH:1]([C:3]1[CH:11]=[CH:10][C:6]([C:7]([Cl:14])=[O:8])=[CH:5][CH:4]=1)=[CH2:2]. The yield is 0.700. The reactants are [CH:1]([C:3]1[CH:11]=[CH:10][C:6]([C:7](O)=[O:8])=[CH:5][CH:4]=1)=[CH2:2].S(Cl)([Cl:14])=O. (3) The reactants are Cl[C:2]1[CH:7]=[CH:6][C:5]([N+:8]([O-:10])=[O:9])=[CH:4][CH:3]=1.[CH3:11][N:12]1[CH2:17][CH2:16][CH:15]([CH2:18][OH:19])[CH2:14][CH2:13]1.[H-].[Na+]. The catalyst is CS(C)=O. The product is [CH3:11][N:12]1[CH2:17][CH2:16][CH:15]([CH2:18][O:19][C:2]2[CH:7]=[CH:6][C:5]([N+:8]([O-:10])=[O:9])=[CH:4][CH:3]=2)[CH2:14][CH2:13]1. The yield is 0.690. (4) The reactants are [N+:1]([C:4]1[CH:14]=[CH:13][C:12]2[CH:11]3[CH2:15][CH2:16][N:7]([CH2:8][CH2:9][CH2:10]3)[C:6]=2[CH:5]=1)([O-:3])=[O:2].[CH3:17][C:18](C)=O.[BH4-].[Na+].Cl[CH2:24]CCl. The catalyst is C(O)(=O)C.C(Cl)Cl. The product is [CH:16]([N:7]1[CH2:6][CH:12]2[CH2:11][CH2:10][CH:9]([C:17]3[CH:18]=[CH:5][C:4]([N+:1]([O-:3])=[O:2])=[CH:14][C:13]=32)[CH2:8]1)([CH3:15])[CH3:24]. The yield is 0.650.